Dataset: Full USPTO retrosynthesis dataset with 1.9M reactions from patents (1976-2016). Task: Predict the reactants needed to synthesize the given product. The reactants are: [N+:1]([O-:9])([O:3][CH2:4][CH2:5][CH2:6][CH2:7][OH:8])=[O:2].[CH3:10][O:11][C:12]1[CH:13]=[CH:14][C:15]2[S:21][CH2:20][CH2:19][N:18]([CH2:22][C:23]3[CH:31]=[CH:30][C:26]([C:27](O)=[O:28])=[CH:25][CH:24]=3)[CH2:17][C:16]=2[CH:32]=1.C1(N=C=NC2CCCCC2)CCCCC1. Given the product [CH3:10][O:11][C:12]1[CH:13]=[CH:14][C:15]2[S:21][CH2:20][CH2:19][N:18]([CH2:22][C:23]3[CH:31]=[CH:30][C:26]([C:27]([O:8][CH2:7][CH2:6][CH2:5][CH2:4][O:3][N+:1]([O-:9])=[O:2])=[O:28])=[CH:25][CH:24]=3)[CH2:17][C:16]=2[CH:32]=1, predict the reactants needed to synthesize it.